Dataset: Catalyst prediction with 721,799 reactions and 888 catalyst types from USPTO. Task: Predict which catalyst facilitates the given reaction. (1) Reactant: [CH3:1][O:2][C:3]1[CH:4]=[C:5]2[C:10](=[CH:11][C:12]=1[O:13][CH3:14])[N:9]=[CH:8][N:7]=[C:6]2[O:15][C:16]1[CH:22]=[CH:21][C:19]([NH2:20])=[CH:18][CH:17]=1.C1(C)C=CC=CC=1.C(N(CC)CC)C.ClC(Cl)(O[C:41](=[O:47])[O:42][C:43](Cl)(Cl)Cl)Cl.[Cl:49][C:50]1[CH:55]=[CH:54][C:53]([S:56][CH2:57][CH2:58]CO)=[C:52]([CH3:61])[CH:51]=1. Product: [CH3:1][O:2][C:3]1[CH:4]=[C:5]2[C:10](=[CH:11][C:12]=1[O:13][CH3:14])[N:9]=[CH:8][N:7]=[C:6]2[O:15][C:16]1[CH:22]=[CH:21][C:19]([NH:20][C:41](=[O:47])[O:42][CH2:43][CH2:58][CH2:57][S:56][C:53]2[CH:54]=[CH:55][C:50]([Cl:49])=[CH:51][C:52]=2[CH3:61])=[CH:18][CH:17]=1. The catalyst class is: 2. (2) Reactant: [C:1]([N:5]1[C:10](=[O:11])[C:9]([Cl:12])=[C:8](Cl)[CH:7]=[N:6]1)([CH3:4])([CH3:3])[CH3:2].C(=O)([O-])[O-].[Cs+].[Cs+].[Si:20]([O:27][CH2:28][CH:29]([OH:40])[C:30]1[CH:35]=[CH:34][C:33]([C:36]([CH3:39])([CH3:38])[CH3:37])=[CH:32][CH:31]=1)([C:23]([CH3:26])([CH3:25])[CH3:24])([CH3:22])[CH3:21]. Product: [C:1]([N:5]1[C:10](=[O:11])[C:9]([Cl:12])=[C:8]([O:40][CH:29]([C:30]2[CH:31]=[CH:32][C:33]([C:36]([CH3:39])([CH3:38])[CH3:37])=[CH:34][CH:35]=2)[CH2:28][O:27][Si:20]([C:23]([CH3:26])([CH3:25])[CH3:24])([CH3:21])[CH3:22])[CH:7]=[N:6]1)([CH3:4])([CH3:3])[CH3:2]. The catalyst class is: 13. (3) Reactant: [NH2:1][C:2]1[N:7]=[CH:6][C:5]([C:8]2[CH:9]=[C:10]([NH2:19])[C:11]([NH:14][C:15]([CH3:18])([CH3:17])[CH3:16])=[CH:12][CH:13]=2)=[CH:4][N:3]=1.[CH3:20][C:21]1[S:22][CH:23]=[C:24]([C:26]2[CH:33]=[CH:32][CH:31]=[CH:30][C:27]=2[CH:28]=O)[N:25]=1.OOS([O-])=O.[K+].S([O-])([O-])(=O)=S.[Na+].[Na+]. Product: [C:15]([N:14]1[C:11]2[CH:12]=[CH:13][C:8]([C:5]3[CH:4]=[N:3][C:2]([NH2:1])=[N:7][CH:6]=3)=[CH:9][C:10]=2[N:19]=[C:28]1[C:27]1[CH:30]=[CH:31][CH:32]=[CH:33][C:26]=1[C:24]1[N:25]=[C:21]([CH3:20])[S:22][CH:23]=1)([CH3:16])([CH3:18])[CH3:17]. The catalyst class is: 18. (4) Reactant: [OH:1][C:2]1[C:7]2[C@@:8]3([OH:45])[C@@:21]([O:25][CH3:26])([C@H:22]([OH:24])[CH2:23][C:6]=2[CH:5]=[C:4]([CH3:46])[C:3]=1[C:47]([OH:49])=O)[C:20](=[O:27])[C:19]1[C:10](=[CH:11][C:12]2[C:13](=[O:43])[C:14]([NH:30][CH:31]4[C@H:36]([O:37][CH3:38])[C@H:35]([OH:39])[C@@H:34]([O:40][CH3:41])[C@H:33]([CH3:42])[O:32]4)=[CH:15][C:16](=[O:29])[C:17]=2[C:18]=1[OH:28])[C:9]3=[O:44].O.O[N:52]1[C:56]2[CH:57]=[CH:58][CH:59]=[CH:60][C:55]=2N=N1.C1(N)CCCCC1. Product: [CH:56]1([NH:52][C:47]([C:3]2[C:4]([CH3:46])=[CH:5][C:6]3[CH2:23][C@@H:22]([OH:24])[C@:21]4([O:25][CH3:26])[C@@:8]([OH:45])([C:9](=[O:44])[C:10]5[C:19]([C:20]4=[O:27])=[C:18]([OH:28])[C:17]4[C:16](=[O:29])[CH:15]=[C:14]([NH:30][CH:31]6[C@H:36]([O:37][CH3:38])[C@H:35]([OH:39])[C@@H:34]([O:40][CH3:41])[C@H:33]([CH3:42])[O:32]6)[C:13](=[O:43])[C:12]=4[CH:11]=5)[C:7]=3[C:2]=2[OH:1])=[O:49])[CH2:57][CH2:58][CH2:59][CH2:60][CH2:55]1. The catalyst class is: 1.